Dataset: Peptide-MHC class II binding affinity with 134,281 pairs from IEDB. Task: Regression. Given a peptide amino acid sequence and an MHC pseudo amino acid sequence, predict their binding affinity value. This is MHC class II binding data. (1) The peptide sequence is GELQIVDKIAAAFKI. The MHC is DRB1_0701 with pseudo-sequence DRB1_0701. The binding affinity (normalized) is 0.387. (2) The peptide sequence is CFKYLLIQGHYDQKL. The MHC is DRB5_0101 with pseudo-sequence DRB5_0101. The binding affinity (normalized) is 0.716. (3) The peptide sequence is GKGTLDGQGKAVWGK. The binding affinity (normalized) is 0.248. The MHC is DRB1_0701 with pseudo-sequence DRB1_0701. (4) The peptide sequence is SQMLELSWNLNGLQAY. The MHC is DRB1_0401 with pseudo-sequence DRB1_0401. The binding affinity (normalized) is 0.120. (5) The peptide sequence is GPAYSAHCIGITDRD. The MHC is DRB3_0301 with pseudo-sequence DRB3_0301. The binding affinity (normalized) is 0.384. (6) The peptide sequence is HLAEENEGDNACKRT. The MHC is DRB1_0405 with pseudo-sequence DRB1_0405. The binding affinity (normalized) is 0. (7) The peptide sequence is GELQIVDKIMAAFKI. The MHC is DRB1_0401 with pseudo-sequence DRB1_0401. The binding affinity (normalized) is 0.399.